Dataset: Full USPTO retrosynthesis dataset with 1.9M reactions from patents (1976-2016). Task: Predict the reactants needed to synthesize the given product. (1) The reactants are: [Cl:1][C:2]1[CH:7]=[CH:6][C:5]([C:8]2[S:12][C:11]([CH3:13])=[C:10]([C:14]3[C:15](=[O:29])[CH:16]([CH:21](O)[CH:22]4[CH2:27][CH2:26][O:25][CH2:24][CH2:23]4)[CH2:17][C:18]=3[O:19]C)[CH:9]=2)=[CH:4][CH:3]=1.Cl. Given the product [Cl:1][C:2]1[CH:3]=[CH:4][C:5]([C:8]2[S:12][C:11]([CH3:13])=[C:10]([CH:14]3[C:15](=[O:29])/[C:16](=[CH:21]/[CH:22]4[CH2:27][CH2:26][O:25][CH2:24][CH2:23]4)/[CH2:17][C:18]3=[O:19])[CH:9]=2)=[CH:6][CH:7]=1, predict the reactants needed to synthesize it. (2) Given the product [ClH:42].[F:22][C:16]1[CH:17]=[CH:18][C:19]([F:21])=[CH:20][C:15]=1[N:14]1[C:10]([S:7]([C:1]2[CH:6]=[CH:5][CH:4]=[CH:3][CH:2]=2)(=[O:9])=[O:8])=[CH:11][C:12]([CH2:23][NH:24][CH3:25])=[N:13]1, predict the reactants needed to synthesize it. The reactants are: [C:1]1([S:7]([C:10]2[N:14]([C:15]3[CH:20]=[C:19]([F:21])[CH:18]=[CH:17][C:16]=3[F:22])[N:13]=[C:12]([CH2:23][N:24](C)[C:25](=O)OC(C)(C)C)[CH:11]=2)(=[O:9])=[O:8])[CH:6]=[CH:5][CH:4]=[CH:3][CH:2]=1.C(O)C.C(OCC)(=O)C.[ClH:42]. (3) Given the product [CH2:17]([N:24]1[CH2:25][CH2:16][C:10]([C:8]#[N:9])([C:11]([O:13][CH2:14][CH3:15])=[O:12])[CH2:28]1)[C:18]1[CH:19]=[CH:20][CH:21]=[CH:22][CH:23]=1, predict the reactants needed to synthesize it. The reactants are: C(O)(C(F)(F)F)=O.[C:8]([C:10](=[CH2:16])[C:11]([O:13][CH2:14][CH3:15])=[O:12])#[N:9].[CH2:17]([N:24]([CH2:28][Si](C)(C)C)[CH2:25]OC)[C:18]1[CH:23]=[CH:22][CH:21]=[CH:20][CH:19]=1. (4) The reactants are: [OH:1][C@@H:2]1[C@@H:6]([OH:7])[CH2:5][N:4]([C:8](=[O:31])[CH2:9][NH:10][C:11](=[O:30])[CH2:12][NH:13][C:14](=[O:29])[C@@H:15]([NH:17][C:18](=[O:28])[CH2:19][NH:20][C:21]2[S:22][C:23]([CH:26]=[O:27])=[CH:24][N:25]=2)[CH3:16])[C@@H:3]1[CH2:32][C:33]1[CH:38]=[CH:37][C:36]([O:39][CH3:40])=[CH:35][CH:34]=1.[BH4-].[Na+]. Given the product [OH:1][C@@H:2]1[C@@H:6]([OH:7])[CH2:5][N:4]([C:8](=[O:31])[CH2:9][NH:10][C:11](=[O:30])[CH2:12][NH:13][C:14](=[O:29])[C@@H:15]([NH:17][C:18](=[O:28])[CH2:19][NH:20][C:21]2[S:22][C:23]([CH2:26][OH:27])=[CH:24][N:25]=2)[CH3:16])[C@@H:3]1[CH2:32][C:33]1[CH:34]=[CH:35][C:36]([O:39][CH3:40])=[CH:37][CH:38]=1, predict the reactants needed to synthesize it. (5) Given the product [C:61]1([C:51]2[CH:52]=[C:53]([C:55]3[CH:60]=[CH:59][CH:58]=[CH:57][CH:56]=3)[N:54]=[C:49]([C:45]3[CH:46]=[C:47]([N:12]4[C:13]5[CH:1]=[CH:2][C:3]([C:14]6[CH:15]=[C:16]7[C:24](=[CH:25][CH:26]=6)[N:23]([C:27]6[CH:32]=[CH:31][CH:30]=[CH:29][CH:28]=6)[C:22]6[CH:21]=[C:20]8[C:33]([CH3:41])([CH3:40])[C:34]9[C:39]([C:19]8=[CH:18][C:17]7=6)=[CH:38][CH:37]=[CH:36][CH:35]=9)=[CH:4][C:5]=5[C:6]5[C:11]4=[CH:10][CH:9]=[CH:8][CH:7]=5)[CH:48]=[CH:43][CH:44]=3)[N:50]=2)[CH:66]=[CH:65][CH:64]=[CH:63][CH:62]=1, predict the reactants needed to synthesize it. The reactants are: [CH:1]1[C:13]2[NH:12][C:11]3[C:6](=[CH:7][CH:8]=[CH:9][CH:10]=3)[C:5]=2[CH:4]=[C:3]([C:14]2[CH:15]=[C:16]3[C:24](=[CH:25][CH:26]=2)[N:23]([C:27]2[CH:32]=[CH:31][CH:30]=[CH:29][CH:28]=2)[C:22]2[CH:21]=[C:20]4[C:33]([CH3:41])([CH3:40])[C:34]5[C:39]([C:19]4=[CH:18][C:17]3=2)=[CH:38][CH:37]=[CH:36][CH:35]=5)[CH:2]=1.Br[C:43]1[CH:44]=[C:45]([C:49]2[N:54]=[C:53]([C:55]3[CH:60]=[CH:59][CH:58]=[CH:57][CH:56]=3)[CH:52]=[C:51]([C:61]3[CH:66]=[CH:65][CH:64]=[CH:63][CH:62]=3)[N:50]=2)[CH:46]=[CH:47][CH:48]=1.CC([O-])(C)C.[Na+].C(P(C(C)(C)C)C(C)(C)C)(C)(C)C.